From a dataset of Peptide-MHC class II binding affinity with 134,281 pairs from IEDB. Regression. Given a peptide amino acid sequence and an MHC pseudo amino acid sequence, predict their binding affinity value. This is MHC class II binding data. (1) The peptide sequence is SGIAFGSMAKKGDEQ. The MHC is DRB4_0101 with pseudo-sequence DRB4_0103. The binding affinity (normalized) is 0.0643. (2) The peptide sequence is ATPPPPPPPQLGASP. The MHC is DRB1_0802 with pseudo-sequence DRB1_0802. The binding affinity (normalized) is 0.0482. (3) The peptide sequence is DPQFKDNVILLNKHI. The MHC is DRB1_0101 with pseudo-sequence DRB1_0101. The binding affinity (normalized) is 0.487. (4) The peptide sequence is LLIDVVTYLVALIPE. The MHC is DRB1_1501 with pseudo-sequence DRB1_1501. The binding affinity (normalized) is 0.300. (5) The peptide sequence is EHREVLQWKFDSQLARRH. The MHC is DRB1_1501 with pseudo-sequence DRB1_1501. The binding affinity (normalized) is 0.836. (6) The peptide sequence is FARSILWDYFTLVLT. The MHC is DRB1_0101 with pseudo-sequence DRB1_0101. The binding affinity (normalized) is 0.140. (7) The binding affinity (normalized) is 0.675. The peptide sequence is GELQIVDKIDATFKI. The MHC is DRB1_1201 with pseudo-sequence DRB1_1201.